Dataset: Reaction yield outcomes from USPTO patents with 853,638 reactions. Task: Predict the reaction yield, written as a fraction of the theoretical maximum amount of product (1.0 means a 100% yield; for example, 0.34 means a 34% yield). (1) The reactants are [Si:1]([O:8][CH2:9][C:10]1[CH:18]=[CH:17][C:13]([C:14](O)=[O:15])=[CH:12][C:11]=1[N+:19]([O-:21])=[O:20])([C:4]([CH3:7])([CH3:6])[CH3:5])([CH3:3])[CH3:2].F[P-](F)(F)(F)(F)F.CN(C)C(F)=[N+](C)C.C(N(CC)CC)C.O.[NH2:45][NH2:46]. The catalyst is CN(C)C=O.O. The product is [Si:1]([O:8][CH2:9][C:10]1[CH:18]=[CH:17][C:13]([C:14]([NH:45][NH2:46])=[O:15])=[CH:12][C:11]=1[N+:19]([O-:21])=[O:20])([C:4]([CH3:7])([CH3:6])[CH3:5])([CH3:3])[CH3:2]. The yield is 0.440. (2) The reactants are OO.C([C@H]1COC(=O)N1[C:16](=[O:32])[C@@H:17]([NH:24][C:25](=[O:31])[O:26][C:27]([CH3:30])([CH3:29])[CH3:28])[C:18]1([CH3:23])[CH2:22][CH2:21][CH2:20][CH2:19]1)C1C=CC=CC=1.O.[OH-].[Li+].S([O-])([O-])=[O:37].[Na+].[Na+].C(=O)([O-])O.[Na+].Cl. The catalyst is O1CCCC1.O. The product is [C:27]([O:26][C:25]([NH:24][C@@H:17]([C:18]1([CH3:23])[CH2:19][CH2:20][CH2:21][CH2:22]1)[C:16]([OH:32])=[O:37])=[O:31])([CH3:28])([CH3:29])[CH3:30]. The yield is 0.760. (3) The reactants are Br[C:2]1[CH:29]=[CH:28][C:5]([CH2:6][CH2:7][N:8]2[CH2:13][CH2:12][CH:11]([C:14]([C:22]3[CH:27]=[CH:26][CH:25]=[CH:24][CH:23]=3)([C:16]3[CH:21]=[CH:20][CH:19]=[CH:18][CH:17]=3)[OH:15])[CH2:10][CH2:9]2)=[CH:4][CH:3]=1.[N:30]1[CH:35]=[CH:34][C:33](B(O)O)=[CH:32][CH:31]=1.C(=O)([O-])[O-].[K+].[K+]. The catalyst is [Pd](Cl)Cl.C(P(C(C)(C)C)[C-]1C=CC=C1)(C)(C)C.[C-]1(P(C(C)(C)C)C(C)(C)C)C=CC=C1.[Fe+2]. The product is [C:16]1([C:14]([C:22]2[CH:27]=[CH:26][CH:25]=[CH:24][CH:23]=2)([CH:11]2[CH2:12][CH2:13][N:8]([CH2:7][CH2:6][C:5]3[CH:28]=[CH:29][C:2]([C:33]4[CH:34]=[CH:35][N:30]=[CH:31][CH:32]=4)=[CH:3][CH:4]=3)[CH2:9][CH2:10]2)[OH:15])[CH:21]=[CH:20][CH:19]=[CH:18][CH:17]=1. The yield is 0.300. (4) The reactants are [C:1]([O:4][CH2:5][C:6]([CH3:46])([CH3:45])[CH2:7][N:8]1[C:14]2[CH:15]=[CH:16][C:17]([Cl:19])=[CH:18][C:13]=2[C@@H:12]([C:20]2[CH:25]=[CH:24][CH:23]=[C:22]([O:26][CH3:27])[C:21]=2[O:28][CH3:29])[O:11][C@H:10]([CH2:30][C:31]([NH:33][C@H:34]([C:41](=O)[CH3:42])[CH2:35][CH2:36][C:37]([O:39][CH3:40])=[O:38])=O)[C:9]1=[O:44])(=[O:3])[CH3:2].COC1C=CC(P2(SP(C3C=CC(OC)=CC=3)(=S)S2)=[S:56])=CC=1. The catalyst is C1COCC1. The product is [C:1]([O:4][CH2:5][C:6]([CH3:46])([CH3:45])[CH2:7][N:8]1[C:14]2[CH:15]=[CH:16][C:17]([Cl:19])=[CH:18][C:13]=2[C@@H:12]([C:20]2[CH:25]=[CH:24][CH:23]=[C:22]([O:26][CH3:27])[C:21]=2[O:28][CH3:29])[O:11][C@H:10]([CH2:30][C:31]2[S:56][C:41]([CH3:42])=[C:34]([CH2:35][CH2:36][C:37]([O:39][CH3:40])=[O:38])[N:33]=2)[C:9]1=[O:44])(=[O:3])[CH3:2]. The yield is 0.610. (5) The reactants are [Br:1][C:2]1[CH:11]=[N:10][CH:9]=[C:8]2[C:3]=1[CH:4]=[C:5]([C:12]([OH:14])=O)[CH:6]=[N:7]2.C(N1C=CN=C1)([N:17]1C=CN=C1)=O.[OH-].[NH4+]. The catalyst is ClCCl. The product is [Br:1][C:2]1[CH:11]=[N:10][CH:9]=[C:8]2[C:3]=1[CH:4]=[C:5]([C:12]([NH2:17])=[O:14])[CH:6]=[N:7]2. The yield is 0.440. (6) The reactants are [CH3:1][C:2]1([CH3:16])[O:6][B:5]([C:7]2[CH:12]=[CH:11][C:10]([OH:13])=[CH:9][CH:8]=2)[O:4][C:3]1([CH3:15])[CH3:14].[F:17][C:18]1[CH:19]=[C:20](B(O)O)[CH:21]=[CH:22][CH:23]=1.C(N(CC)CC)C. The catalyst is ClCCl. The product is [F:17][C:18]1[CH:23]=[C:22]([CH:21]=[CH:20][CH:19]=1)[O:13][C:10]1[CH:11]=[CH:12][C:7]([B:5]2[O:4][C:3]([CH3:15])([CH3:14])[C:2]([CH3:16])([CH3:1])[O:6]2)=[CH:8][CH:9]=1. The yield is 0.250. (7) The reactants are C([C:5]1[CH:6]=[CH:7][C:8](O)=[C:9]([C:11]2(C3C=CC=CC=3)[C:19]3[C:14](=[CH:15][CH:16]=[CH:17][CH:18]=3)[NH:13][C:12]2=[O:20])[CH:10]=1)(C)(C)C.C1([Mg]Br)C=CC=CC=1.N1C2C(=CC=CC=2)C(=O)C1=[O:38]. The catalyst is C1COCC1. The product is [OH:38][C:11]1([C:9]2[CH:8]=[CH:7][CH:6]=[CH:5][CH:10]=2)[C:19]2[C:14](=[CH:15][CH:16]=[CH:17][CH:18]=2)[NH:13][C:12]1=[O:20]. The yield is 0.900.